Dataset: Forward reaction prediction with 1.9M reactions from USPTO patents (1976-2016). Task: Predict the product of the given reaction. (1) Given the reactants [CH2:1]([O:4][CH2:5][CH2:6][OH:7])[CH:2]=[CH2:3].CCN(CC)CC.[F:15][C:16]([F:27])([F:26])[C:17](O[C:17](=[O:18])[C:16]([F:27])([F:26])[F:15])=[O:18], predict the reaction product. The product is: [F:15][C:16]([F:27])([F:26])[C:17]([O:7][CH2:6][CH2:5][O:4][CH2:1][CH:2]=[CH2:3])=[O:18]. (2) Given the reactants [Cl:1][C:2]1[CH:7]=[CH:6][C:5]([C:8]([N:15]2[C:23]3[C:18](=[C:19]([N:24](COCC[Si](C)(C)C)[S:25]([CH3:28])(=[O:27])=[O:26])[CH:20]=[CH:21][CH:22]=3)[CH:17]=[CH:16]2)([CH2:13][CH3:14])[C:9]#[C:10][C:11]#[N:12])=[CH:4][CH:3]=1.Cl, predict the reaction product. The product is: [Cl:1][C:2]1[CH:7]=[CH:6][C:5]([C:8]([N:15]2[C:23]3[C:18](=[C:19]([NH:24][S:25]([CH3:28])(=[O:26])=[O:27])[CH:20]=[CH:21][CH:22]=3)[CH:17]=[CH:16]2)([CH2:13][CH3:14])[C:9]#[C:10][C:11]#[N:12])=[CH:4][CH:3]=1. (3) Given the reactants [CH2:1]([N:8]=[C:9]=[O:10])[C:2]1[CH:7]=[CH:6][CH:5]=[CH:4][CH:3]=1.[C:11]1([C:17]2([CH2:27][C:28]3[CH:33]=[CH:32][CH:31]=[CH:30][CH:29]=3)[C:21]3[CH2:22][NH:23][CH2:24][CH2:25][C:20]=3[C:19](=[O:26])[O:18]2)[CH:16]=[CH:15][CH:14]=[CH:13][CH:12]=1, predict the reaction product. The product is: [CH2:1]([NH:8][C:9]([N:23]1[CH2:24][CH2:25][C:20]2[C:19](=[O:26])[O:18][C:17]([CH2:27][C:28]3[CH:33]=[CH:32][CH:31]=[CH:30][CH:29]=3)([C:11]3[CH:16]=[CH:15][CH:14]=[CH:13][CH:12]=3)[C:21]=2[CH2:22]1)=[O:10])[C:2]1[CH:7]=[CH:6][CH:5]=[CH:4][CH:3]=1. (4) Given the reactants [C:1]([O:5][C:6](=[O:27])[NH:7][C:8]1[CH:13]=[CH:12][CH:11]=[CH:10][C:9]=1[NH:14][C:15]([C:17]1[O:18][C:19]2[CH:25]=[CH:24][C:23](Br)=[CH:22][C:20]=2[CH:21]=1)=[O:16])([CH3:4])([CH3:3])[CH3:2].C[O-].[Na+].[CH2:31](OB(C=C)OCCCC)[CH2:32]CC.C(O)(=O)CC(CC(O)=O)(C(O)=O)O, predict the reaction product. The product is: [C:1]([O:5][C:6](=[O:27])[NH:7][C:8]1[CH:13]=[CH:12][CH:11]=[CH:10][C:9]=1[NH:14][C:15]([C:17]1[O:18][C:19]2[CH:25]=[CH:24][C:23]([CH:31]=[CH2:32])=[CH:22][C:20]=2[CH:21]=1)=[O:16])([CH3:4])([CH3:3])[CH3:2]. (5) Given the reactants [CH2:1]([N:8]([CH2:22][C:23]1[CH:28]=[CH:27][CH:26]=[CH:25][CH:24]=1)[C@H:9]1[CH2:18][C:17]2[C:16](B(O)O)=[CH:15][CH:14]=[CH:13][C:12]=2[CH2:11][CH2:10]1)[C:2]1[CH:7]=[CH:6][CH:5]=[CH:4][CH:3]=1.Br[C:30]1[CH:31]=[CH:32][C:33]([CH3:36])=[N:34][CH:35]=1, predict the reaction product. The product is: [CH2:1]([N:8]([CH2:22][C:23]1[CH:28]=[CH:27][CH:26]=[CH:25][CH:24]=1)[C@@H:9]1[CH2:10][CH2:11][C:12]2[C:17](=[C:16]([C:30]3[CH:35]=[N:34][C:33]([CH3:36])=[CH:32][CH:31]=3)[CH:15]=[CH:14][CH:13]=2)[CH2:18]1)[C:2]1[CH:7]=[CH:6][CH:5]=[CH:4][CH:3]=1.